Dataset: Full USPTO retrosynthesis dataset with 1.9M reactions from patents (1976-2016). Task: Predict the reactants needed to synthesize the given product. (1) The reactants are: C([CH:8]([O:12][C:13]1[CH:18]=[CH:17][C:16]([C:19]2[S:20][C:21]([NH:45]C(OC(C)(C)C)=O)=[C:22]([C:24]([N:26]3[CH2:31][CH2:30][CH:29]([N:32]4[CH2:44][CH2:43][CH2:42][C:34]5([C:38](=[O:39])[O:37][C:36]([CH3:41])([CH3:40])[CH2:35]5)[CH2:33]4)[CH2:28][CH2:27]3)=[O:25])[CH:23]=2)=[CH:15][CH:14]=1)[C:9]([O-:11])=[O:10])C1C=CC=CC=1.C(=O)([O-])O.[Na+]. Given the product [NH2:45][C:21]1[S:20][C:19]([C:16]2[CH:15]=[CH:14][C:13]([O:12][CH2:8][C:9]([O:11][CH2:19][C:16]3[CH:17]=[CH:18][CH:13]=[CH:14][CH:15]=3)=[O:10])=[CH:18][CH:17]=2)=[CH:23][C:22]=1[C:24]([N:26]1[CH2:31][CH2:30][CH:29]([N:32]2[CH2:44][CH2:43][CH2:42][C:34]3([C:38](=[O:39])[O:37][C:36]([CH3:40])([CH3:41])[CH2:35]3)[CH2:33]2)[CH2:28][CH2:27]1)=[O:25], predict the reactants needed to synthesize it. (2) The reactants are: Br[CH2:2][C:3]1[CH:4]=[C:5]([CH:10]=[CH:11][CH:12]=1)[C:6]([O:8][CH3:9])=[O:7].[F:13][C:14]1[CH:15]=[C:16](B(O)O)[CH:17]=[CH:18][CH:19]=1.C(N(CC)C(C)C)(C)C.ClCCl. Given the product [F:13][C:14]1[CH:19]=[C:18]([CH:17]=[CH:16][CH:15]=1)[CH2:2][C:3]1[CH:4]=[C:5]([CH:10]=[CH:11][CH:12]=1)[C:6]([O:8][CH3:9])=[O:7], predict the reactants needed to synthesize it. (3) The reactants are: [Br:1][C:2]1[CH:3]=[C:4](C=O)[CH:5]=[N:6][C:7]=1[CH3:8].[CH:11](OC)([O:14][CH3:15])[O:12][CH3:13].Cl. Given the product [CH3:13][O:12][CH:11]([O:14][CH3:15])[C:4]1[CH:3]=[C:2]([Br:1])[C:7]([CH3:8])=[N:6][CH:5]=1, predict the reactants needed to synthesize it. (4) Given the product [C:1]([O:5][C:6]([NH:8][C:9]([CH3:14])([CH3:13])[C:10]([O:12][CH2:20][Cl:21])=[O:11])=[O:7])([CH3:4])([CH3:2])[CH3:3], predict the reactants needed to synthesize it. The reactants are: [C:1]([O:5][C:6]([NH:8][C:9]([CH3:14])([CH3:13])[C:10]([OH:12])=[O:11])=[O:7])([CH3:4])([CH3:3])[CH3:2].C([O-])(O)=O.[Na+].[CH2:20](Cl)[Cl:21].